This data is from Reaction yield outcomes from USPTO patents with 853,638 reactions. The task is: Predict the reaction yield, written as a fraction of the theoretical maximum amount of product (1.0 means a 100% yield; for example, 0.34 means a 34% yield). (1) The reactants are F[C:2]1[CH:7]=[CH:6][CH:5]=[CH:4][C:3]=1[C:8]([C:10]1[CH:15]=[CH:14][CH:13]=[CH:12][CH:11]=1)=O.[SH:16][CH2:17][C:18]([O:20][CH3:21])=[O:19].C(=O)([O-])[O-].[K+].[K+]. The catalyst is CN(C=O)C. The product is [C:10]1([C:8]2[C:3]3[CH:4]=[CH:5][CH:6]=[CH:7][C:2]=3[S:16][C:17]=2[C:18]([O:20][CH3:21])=[O:19])[CH:15]=[CH:14][CH:13]=[CH:12][CH:11]=1. The yield is 0.230. (2) The reactants are [CH2:1]([O:8][C:9]1[C:10]([C:32]([OH:34])=O)=[N:11][C:12]([CH2:16][C:17]2([C:22]3[C:31]4[C:26](=CC=[CH:29][CH:30]=4)[CH:25]=[CH:24][CH:23]=3)[CH2:21][CH2:20][CH2:19][CH2:18]2)=[N:13][C:14]=1[OH:15])[C:2]1[CH:7]=[CH:6][CH:5]=[CH:4][CH:3]=1.[CH:35](N(CC)C(C)C)(C)[CH3:36].[Si:44]([O:51][CH2:52][CH2:53][NH:54][CH3:55])([C:47]([CH3:50])([CH3:49])[CH3:48])([CH3:46])[CH3:45].CN(C(ON1N=NC2C=CC=NC1=2)=[N+](C)C)C.F[P-](F)(F)(F)(F)F. The catalyst is CN(C)C=O.C(OCC)(=O)C. The product is [Si:44]([O:51][CH2:52][CH2:53][N:54]([CH3:55])[C:32]([C:10]1[C:9]([O:8][CH2:1][C:2]2[CH:3]=[CH:4][CH:5]=[CH:6][CH:7]=2)=[C:14]([OH:15])[N:13]=[C:12]([CH2:16][C:17]2([C:22]3[C:31]4[C:26](=[CH:25][CH:24]=[CH:29][CH:30]=4)[CH:36]=[CH:35][CH:23]=3)[CH2:21][CH2:20][CH2:19][CH2:18]2)[N:11]=1)=[O:34])([C:47]([CH3:50])([CH3:49])[CH3:48])([CH3:45])[CH3:46]. The yield is 0.750. (3) The reactants are Cl[C:2]1[N:7]2[N:8]=[C:9]([CH3:11])[CH:10]=[C:6]2[N:5]=[C:4]([NH:12][C:13](=[O:24])[C:14]2[CH:19]=[CH:18][C:17]([C:20]([OH:23])([CH3:22])[CH3:21])=[CH:16][CH:15]=2)[CH:3]=1.[CH:25]1([CH2:28][O:29][C:30]2[CH:35]=[CH:34][C:33](B3OC(C)(C)C(C)(C)O3)=[CH:32][N:31]=2)[CH2:27][CH2:26]1.O1CCOCC1. The catalyst is CO.C1(P(C2C=CC=CC=2)[C-]2C=CC=C2)C=CC=CC=1.[C-]1(P(C2C=CC=CC=2)C2C=CC=CC=2)C=CC=C1.[Fe+2].Cl[Pd]Cl. The product is [CH:25]1([CH2:28][O:29][C:30]2[N:31]=[CH:32][C:33]([C:2]3[N:7]4[N:8]=[C:9]([CH3:11])[CH:10]=[C:6]4[N:5]=[C:4]([NH:12][C:13](=[O:24])[C:14]4[CH:19]=[CH:18][C:17]([C:20]([OH:23])([CH3:22])[CH3:21])=[CH:16][CH:15]=4)[CH:3]=3)=[CH:34][CH:35]=2)[CH2:26][CH2:27]1. The yield is 0.410. (4) The reactants are [Cl:1][C:2]1[N:7]=[C:6](Cl)[CH:5]=[C:4]([CH3:9])[N:3]=1.[NH2:10][C:11]1[S:12][C:13]([CH3:16])=[CH:14][N:15]=1.C(=O)([O-])[O-].[Cs+].[Cs+].CC1(C)C2C=CC=C(P(C3C=CC=CC=3)C3C=CC=CC=3)C=2OC2C1=CC=CC=2P(C1C=CC=CC=1)C1C=CC=CC=1. The catalyst is O1CCOCC1.[Pd].[Pd].C(=CC(C=CC1C=CC=CC=1)=O)C1C=CC=CC=1.C(=CC(C=CC1C=CC=CC=1)=O)C1C=CC=CC=1.C(=CC(C=CC1C=CC=CC=1)=O)C1C=CC=CC=1. The product is [Cl:1][C:2]1[N:7]=[C:6]([NH:10][C:11]2[S:12][C:13]([CH3:16])=[CH:14][N:15]=2)[CH:5]=[C:4]([CH3:9])[N:3]=1. The yield is 0.130. (5) The reactants are [CH3:1][O:2][CH2:3][CH2:4][O:5][C:6]1[CH:14]=[C:13]2[C:9]([CH:10]=[CH:11][NH:12]2)=[CH:8][C:7]=1[OH:15].Cl[C:17]1[CH:22]=[CH:21][N:20]=[C:19]([NH:23][C:24](=[O:26])[CH3:25])[CH:18]=1.CC(C)([O-])C.[K+].O. The catalyst is CS(C)=O.C(OCC)(=O)C. The product is [CH3:1][O:2][CH2:3][CH2:4][O:5][C:6]1[CH:14]=[C:13]2[C:9]([CH:10]=[CH:11][NH:12]2)=[CH:8][C:7]=1[O:15][C:17]1[CH:22]=[CH:21][N:20]=[C:19]([NH:23][C:24](=[O:26])[CH3:25])[CH:18]=1. The yield is 0.530.